Dataset: Reaction yield outcomes from USPTO patents with 853,638 reactions. Task: Predict the reaction yield, written as a fraction of the theoretical maximum amount of product (1.0 means a 100% yield; for example, 0.34 means a 34% yield). The reactants are C[Si](C)(C)[N-][Si](C)(C)C.[Li+].[CH3:11][O:12][C:13](=[O:24])[CH2:14][C:15]1[CH:20]=[CH:19][CH:18]=[C:17]([N+:21]([O-:23])=[O:22])[CH:16]=1.I[CH3:26].[Cl-].[NH4+]. The catalyst is C1COCC1. The product is [N+:21]([C:17]1[CH:16]=[C:15]([CH:14]([CH3:26])[C:13]([O:12][CH3:11])=[O:24])[CH:20]=[CH:19][CH:18]=1)([O-:23])=[O:22]. The yield is 0.300.